Task: Predict which catalyst facilitates the given reaction.. Dataset: Catalyst prediction with 721,799 reactions and 888 catalyst types from USPTO (1) Reactant: [I-].[CH3:2][S+](C)(C)=O.[H-].[Na+].[NH:9]1[C:17]2[C:12](=[CH:13][CH:14]=[C:15]([CH:18]=[CH:19][C:20]([N:22]([O:24][CH3:25])[CH3:23])=[O:21])[CH:16]=2)[CH:11]=[CH:10]1. Product: [CH3:25][O:24][N:22]([CH3:23])[C:20]([CH:19]1[CH2:2][CH:18]1[C:15]1[CH:16]=[C:17]2[C:12]([CH:11]=[CH:10][NH:9]2)=[CH:13][CH:14]=1)=[O:21]. The catalyst class is: 1. (2) Reactant: CC(C)([O-])C.[K+].[F:7]/[C:8](/[C:16]1[CH:21]=[CH:20][C:19]([O:22][C:23]([F:26])([F:25])[F:24])=[CH:18][CH:17]=1)=[CH:9]\[C:10]1[CH:14]=[C:13]([CH3:15])[NH:12][N:11]=1.CS(O[CH2:32][C:33]1[CH:38]=[CH:37][CH:36]=[C:35]([C:39]([N:41]2[CH2:45][CH2:44][CH2:43][CH2:42]2)=[O:40])[CH:34]=1)(=O)=O. Product: [F:7]/[C:8](/[C:16]1[CH:21]=[CH:20][C:19]([O:22][C:23]([F:25])([F:24])[F:26])=[CH:18][CH:17]=1)=[CH:9]\[C:10]1[CH:14]=[C:13]([CH3:15])[N:12]([CH2:32][C:33]2[CH:34]=[C:35]([C:39]([N:41]3[CH2:45][CH2:44][CH2:43][CH2:42]3)=[O:40])[CH:36]=[CH:37][CH:38]=2)[N:11]=1. The catalyst class is: 12. (3) Reactant: [Br:1][C:2]1[CH:9]=[CH:8][C:5]([CH2:6]Br)=[CH:4][CH:3]=1.C(O)(=O)C(O)=O.[N:16]1[CH:21]=[CH:20][CH:19]=[C:18]([CH:22]2[O:27][CH2:26][CH2:25][NH:24][CH2:23]2)[CH:17]=1.C(=O)([O-])[O-].[K+].[K+]. Product: [Br:1][C:2]1[CH:9]=[CH:8][C:5]([CH2:6][N:24]2[CH2:25][CH2:26][O:27][CH:22]([C:18]3[CH:17]=[N:16][CH:21]=[CH:20][CH:19]=3)[CH2:23]2)=[CH:4][CH:3]=1. The catalyst class is: 10.